From a dataset of Catalyst prediction with 721,799 reactions and 888 catalyst types from USPTO. Predict which catalyst facilitates the given reaction. (1) Reactant: [CH3:1][O:2][CH2:3][O:4][C:5]1[C:9]([C:10](OCC)=[O:11])=[CH:8][N:7]([C:15]2[CH:20]=[CH:19][CH:18]=[CH:17][C:16]=2[CH3:21])[N:6]=1.[H-].[Al+3].[Li+].[H-].[H-].[H-].O.O.O.O.O.O.O.O.O.O.S([O-])([O-])(=O)=O.[Na+].[Na+]. Product: [CH3:1][O:2][CH2:3][O:4][C:5]1[C:9]([CH2:10][OH:11])=[CH:8][N:7]([C:15]2[CH:20]=[CH:19][CH:18]=[CH:17][C:16]=2[CH3:21])[N:6]=1. The catalyst class is: 7. (2) Reactant: Br[C:2]1[CH:7]=[CH:6][C:5]([S:8]([N:11]2[CH2:16][CH2:15][N:14]([C:17]3[CH:22]=[CH:21][C:20]([CH3:23])=[CH:19][CH:18]=3)[CH2:13][CH2:12]2)(=[O:10])=[O:9])=[CH:4][CH:3]=1.C([O-])(=O)C.[K+].[CH3:29][O:30][C:31]1[CH:36]=[CH:35][N:34]=[C:33]([CH2:37][CH2:38][C:39]2[NH:48][C:42]3=[N:43][CH:44]=[C:45](I)[CH:46]=[C:41]3[N:40]=2)[CH:32]=1.C(=O)([O-])[O-].[K+].[K+].[Cl-].[Li+]. Product: [CH3:29][O:30][C:31]1[CH:36]=[CH:35][N:34]=[C:33]([CH2:37][CH2:38][C:39]2[NH:48][C:42]3=[N:43][CH:44]=[C:45]([C:2]4[CH:3]=[CH:4][C:5]([S:8]([N:11]5[CH2:12][CH2:13][N:14]([C:17]6[CH:22]=[CH:21][C:20]([CH3:23])=[CH:19][CH:18]=6)[CH2:15][CH2:16]5)(=[O:10])=[O:9])=[CH:6][CH:7]=4)[CH:46]=[C:41]3[N:40]=2)[CH:32]=1. The catalyst class is: 70. (3) Reactant: [CH3:1][NH:2][NH2:3].[F:4][C:5]([F:12])([F:11])[CH2:6][CH2:7][C:8](Cl)=[O:9].C([O-])([O-])=O.[Na+].[Na+]. Product: [F:4][C:5]([F:12])([F:11])[CH2:6][CH2:7][C:8]([N:2]([CH3:1])[NH2:3])=[O:9]. The catalyst class is: 2. (4) Reactant: [CH3:1][O:2][C:3](=[O:30])[C@:4]([CH2:26][CH2:27][CH2:28][CH3:29])([CH2:19][C:20]1[CH:25]=[CH:24][CH:23]=[CH:22][CH:21]=1)[N:5]=C(C1C=CC=CC=1)C1C=CC=CC=1.Cl. Product: [CH3:1][O:2][C:3](=[O:30])[C@:4]([CH2:26][CH2:27][CH2:28][CH3:29])([CH2:19][C:20]1[CH:25]=[CH:24][CH:23]=[CH:22][CH:21]=1)[NH2:5]. The catalyst class is: 5.